This data is from Full USPTO retrosynthesis dataset with 1.9M reactions from patents (1976-2016). The task is: Predict the reactants needed to synthesize the given product. (1) Given the product [Cl:11][C:12]1[CH:17]=[CH:16][C:15]([C:2]2[CH:7]=[CH:6][CH:5]=[CH:4][C:3]=2[C:8](=[O:10])[CH3:9])=[CH:14][CH:13]=1, predict the reactants needed to synthesize it. The reactants are: Br[C:2]1[CH:7]=[CH:6][CH:5]=[CH:4][C:3]=1[C:8](=[O:10])[CH3:9].[Cl:11][C:12]1[CH:17]=[CH:16][C:15](B(O)O)=[CH:14][CH:13]=1.C([O-])([O-])=O.[Na+].[Na+]. (2) Given the product [Cl:1][C:2]1[C:3]2[N:10]([CH2:18][CH:19]([CH3:21])[CH3:20])[CH:9]=[CH:8][C:4]=2[N:5]=[CH:6][N:7]=1, predict the reactants needed to synthesize it. The reactants are: [Cl:1][C:2]1[C:3]2[NH:10][CH:9]=[CH:8][C:4]=2[N:5]=[CH:6][N:7]=1.C(=O)([O-])[O-].[Cs+].[Cs+].Br[CH2:18][CH:19]([CH3:21])[CH3:20]. (3) Given the product [CH3:16][C:10]1[N:11]=[C:12]([NH:14][CH3:15])[S:13][C:9]=1[C:7]1[C:4]([C:3]#[N:2])=[CH:5][N:31]=[C:29]([NH:28][C:24]2[CH:25]=[CH:26][CH:27]=[C:22]([S:19]([CH3:18])(=[O:20])=[O:21])[CH:23]=2)[N:30]=1, predict the reactants needed to synthesize it. The reactants are: C[N:2](C)[CH:3]=[C:4]([C:7]([C:9]1[S:13][C:12]([NH:14][CH3:15])=[N:11][C:10]=1[CH3:16])=O)[C:5]#N.[CH3:18][S:19]([C:22]1[CH:23]=[C:24]([NH:28][C:29]([NH2:31])=[NH:30])[CH:25]=[CH:26][CH:27]=1)(=[O:21])=[O:20]. (4) Given the product [CH:27]1[C:36]2[C:31](=[CH:32][CH:33]=[CH:34][CH:35]=2)[CH:30]=[CH:29][C:28]=1[O:37][N:15]1[CH2:16][CH2:17][CH2:18][C@H:14]1[C:13]([NH2:12])=[O:26], predict the reactants needed to synthesize it. The reactants are: FC(F)(F)C(O)=O.C([NH:12][C:13](=[O:26])[C@@H:14]1[CH2:18][C@H:17](OC2C=CC=CC=2)[CH2:16][NH:15]1)(C)(C)C.[CH:27]1[C:36]2[C:31](=[CH:32][CH:33]=[CH:34][CH:35]=2)[CH:30]=[CH:29][C:28]=1[OH:37].C1(O)C=CC=CC=1. (5) Given the product [ClH:2].[ClH:1].[CH3:14][O:15][C:16]1[CH:17]=[C:18]([C:24]2[CH2:25][CH2:26][C:27](=[O:36])[N:28]([CH:30]3[CH2:31][CH2:32][N:33]([CH2:3][C:4]([N:6]4[CH2:11][CH2:10][N:9]([CH3:12])[CH2:8][CH2:7]4)=[O:5])[CH2:34][CH2:35]3)[N:29]=2)[CH:19]=[CH:20][C:21]=1[O:22][CH3:23], predict the reactants needed to synthesize it. The reactants are: [ClH:1].[Cl:2][CH2:3][C:4]([N:6]1[CH2:11][CH2:10][N:9]([CH3:12])[CH2:8][CH2:7]1)=[O:5].Cl.[CH3:14][O:15][C:16]1[CH:17]=[C:18]([C:24]2[CH:25](C)[CH2:26][C:27](=[O:36])[N:28]([CH:30]3[CH2:35][CH2:34][NH:33][CH2:32][CH2:31]3)[N:29]=2)[CH:19]=[CH:20][C:21]=1[O:22][CH3:23].Cl.Cl.COC1C=C(C2C(C)CC(=O)N(C3CCN(CC4C=NC=CC=4)CC3)N=2)C=CC=1OC. (6) Given the product [CH3:22][N:21]([CH3:23])[C:20]([CH2:19][O:18][C:14]1[C:11]2[C:12]([CH3:13])=[C:8]([C:6]([OH:7])=[O:5])[O:9][C:10]=2[CH:17]=[CH:16][CH:15]=1)=[O:24], predict the reactants needed to synthesize it. The reactants are: C([O:5][C:6]([C:8]1[O:9][C:10]2[CH:17]=[CH:16][CH:15]=[C:14]([O:18][CH2:19][C:20](=[O:24])[N:21]([CH3:23])[CH3:22])[C:11]=2[C:12]=1[CH3:13])=[O:7])(C)(C)C.C(O)(C(F)(F)F)=O.C(Cl)Cl.